This data is from Full USPTO retrosynthesis dataset with 1.9M reactions from patents (1976-2016). The task is: Predict the reactants needed to synthesize the given product. (1) Given the product [Cl:1][C:2]1[CH:34]=[CH:33][C:5]2[N:6]([CH2:22][C:23]3[CH:24]=[C:25]([O:31][CH3:32])[CH:26]=[C:27]([O:29][CH3:30])[CH:28]=3)[C:7](=[O:21])[CH2:8][N:9]3[C:12](=[O:13])[C@@H:11]([O:14][C:39]4[N:44]=[C:43]([O:45][CH3:46])[CH:42]=[C:41]([O:47][CH3:48])[N:40]=4)[C@:10]3([C:15]3[CH:16]=[CH:17][CH:18]=[CH:19][CH:20]=3)[C:4]=2[CH:3]=1, predict the reactants needed to synthesize it. The reactants are: [Cl:1][C:2]1[CH:34]=[CH:33][C:5]2[N:6]([CH2:22][C:23]3[CH:28]=[C:27]([O:29][CH3:30])[CH:26]=[C:25]([O:31][CH3:32])[CH:24]=3)[C:7](=[O:21])[CH2:8][N:9]3[C:12](=[O:13])[C@@H:11]([OH:14])[C@:10]3([C:15]3[CH:20]=[CH:19][CH:18]=[CH:17][CH:16]=3)[C:4]=2[CH:3]=1.CS([C:39]1[N:44]=[C:43]([O:45][CH3:46])[CH:42]=[C:41]([O:47][CH3:48])[N:40]=1)(=O)=O. (2) The reactants are: [CH3:1][C:2]1([CH3:16])[CH2:7][C:6](=O)[N:5]([C:9]2[CH:14]=[CH:13][CH:12]=[CH:11][CH:10]=2)[C:4](=[O:15])[CH2:3]1.[H-].[Al+3].[Li+].[H-].[H-].[H-]. Given the product [CH3:1][C:2]1([CH3:16])[CH:7]=[CH:6][N:5]([C:9]2[CH:14]=[CH:13][CH:12]=[CH:11][CH:10]=2)[C:4](=[O:15])[CH2:3]1, predict the reactants needed to synthesize it. (3) Given the product [CH:9]([C:6]1[CH:7]=[CH:29][C:24]([N:21]2[C:22]([CH3:23])=[C:18]([C:16]([OH:17])=[O:15])[CH:19]=[N:20]2)=[N:25][CH:8]=1)([CH3:10])[CH3:11], predict the reactants needed to synthesize it. The reactants are: C(B1O[C:9]([CH3:11])([CH3:10])[C:6]([CH3:8])([CH3:7])O1)(C)=C.C([O:15][C:16]([C:18]1[CH:19]=[N:20][N:21]([C:24]2[CH:29]=CC(Br)=C[N:25]=2)[C:22]=1[CH3:23])=[O:17])C.C1(P(C2CCCCC2)C2C=CC=CC=2C2C(OC)=CC=CC=2OC)CCCCC1.P([O-])([O-])([O-])=O.[K+].[K+].[K+]. (4) Given the product [OH:24][NH:23][C:4](=[O:3])[CH:5]=[CH:6][C:7]([CH3:21])=[CH:8][CH:9]([S:11][C:12]1[CH:17]=[CH:16][C:15]([N:18]([CH3:20])[CH3:19])=[CH:14][CH:13]=1)[CH3:10], predict the reactants needed to synthesize it. The reactants are: C([O:3][C:4](=O)[CH:5]=[CH:6][C:7]([CH3:21])=[CH:8][CH:9]([S:11][C:12]1[CH:17]=[CH:16][C:15]([N:18]([CH3:20])[CH3:19])=[CH:14][CH:13]=1)[CH3:10])C.[NH2:23][OH:24].[OH-].[K+].CO.Cl. (5) Given the product [Cl:1][C:2]1[N:3]=[C:4]([NH:18][CH2:19][CH2:20][NH:21][CH2:23][CH2:24][O:25][C:26]2[CH:33]=[C:32]([N+:34]([O-:36])=[O:35])[CH:31]=[CH:30][C:27]=2[C:28]#[N:29])[C:5]2[CH2:10][CH2:9][CH:8]([C:11]3[CH:16]=[CH:15][C:14]([F:17])=[CH:13][CH:12]=3)[C:6]=2[N:7]=1, predict the reactants needed to synthesize it. The reactants are: [Cl:1][C:2]1[N:3]=[C:4]([NH:18][CH2:19][CH2:20][NH2:21])[C:5]2[CH2:10][CH2:9][CH:8]([C:11]3[CH:16]=[CH:15][C:14]([F:17])=[CH:13][CH:12]=3)[C:6]=2[N:7]=1.Br[CH2:23][CH2:24][O:25][C:26]1[CH:33]=[C:32]([N+:34]([O-:36])=[O:35])[CH:31]=[CH:30][C:27]=1[C:28]#[N:29]. (6) Given the product [CH2:20]([O:22][C:23]1[CH:24]=[C:25]([CH:26]2[C:12]([C:13]3[CH:18]=[CH:17][CH:16]=[CH:15][CH:14]=3)=[C:11]([C:7]3[CH:6]=[C:5]4[C:10](=[CH:9][CH:8]=3)[CH:1]=[N:2][CH:3]=[CH:4]4)[NH:38][C:36](=[O:37])[NH:35]2)[CH:28]=[C:29]([N+:32]([O-:34])=[O:33])[C:30]=1[OH:31])[CH3:21], predict the reactants needed to synthesize it. The reactants are: [CH:1]1[C:10]2[C:5](=[CH:6][C:7]([C:11](=O)[CH2:12][C:13]3[CH:18]=[CH:17][CH:16]=[CH:15][CH:14]=3)=[CH:8][CH:9]=2)[CH:4]=[CH:3][N:2]=1.[CH2:20]([O:22][C:23]1[CH:24]=[C:25]([CH:28]=[C:29]([N+:32]([O-:34])=[O:33])[C:30]=1[OH:31])[CH:26]=O)[CH3:21].[NH2:35][C:36]([NH2:38])=[O:37].Cl. (7) The reactants are: [C:1]1(=[O:7])[O:6][C:4](=[O:5])[CH:3]=[CH:2]1.[CH:8]12[CH2:14][CH:11]([CH2:12][CH2:13]1)[CH:10]=[CH:9]2.[C:15]([O:19][C:20](=[O:23])[CH:21]=[CH2:22])([CH3:18])([CH3:17])[CH3:16].[C:24]([CH:28]([CH3:32])[C:29](=[O:31])[CH3:30])(=[O:27])[CH:25]=[CH2:26].CCC(N=NC(C#N)(CC)C)(C#N)C. Given the product [C:8]12([C:3]3=[CH:2][C:1]([O:6][C:4]3=[O:5])=[O:7])[CH2:14][CH:11]([CH2:12][CH2:13]1)[CH:10]=[CH:9]2.[C:15]([O:19][C:20](=[O:23])[CH:21]=[CH2:22])([CH3:18])([CH3:17])[CH3:16].[C:24]([CH:28]([CH3:32])[C:29](=[O:31])[CH3:30])(=[O:27])[CH:25]=[CH2:26], predict the reactants needed to synthesize it.